Dataset: NCI-60 drug combinations with 297,098 pairs across 59 cell lines. Task: Regression. Given two drug SMILES strings and cell line genomic features, predict the synergy score measuring deviation from expected non-interaction effect. (1) Drug 1: CC1=C(C(=CC=C1)Cl)NC(=O)C2=CN=C(S2)NC3=CC(=NC(=N3)C)N4CCN(CC4)CCO. Drug 2: C1CCC(C(C1)N)N.C(=O)(C(=O)[O-])[O-].[Pt+4]. Cell line: SF-539. Synergy scores: CSS=6.47, Synergy_ZIP=-5.88, Synergy_Bliss=-4.53, Synergy_Loewe=-6.37, Synergy_HSA=-5.00. (2) Drug 1: CNC(=O)C1=NC=CC(=C1)OC2=CC=C(C=C2)NC(=O)NC3=CC(=C(C=C3)Cl)C(F)(F)F. Drug 2: C1=CC=C(C(=C1)C(C2=CC=C(C=C2)Cl)C(Cl)Cl)Cl. Cell line: UO-31. Synergy scores: CSS=46.8, Synergy_ZIP=-5.13, Synergy_Bliss=-13.4, Synergy_Loewe=-19.1, Synergy_HSA=-19.0. (3) Drug 1: CC1=C(N=C(N=C1N)C(CC(=O)N)NCC(C(=O)N)N)C(=O)NC(C(C2=CN=CN2)OC3C(C(C(C(O3)CO)O)O)OC4C(C(C(C(O4)CO)O)OC(=O)N)O)C(=O)NC(C)C(C(C)C(=O)NC(C(C)O)C(=O)NCCC5=NC(=CS5)C6=NC(=CS6)C(=O)NCCC[S+](C)C)O. Drug 2: CC1C(C(CC(O1)OC2CC(CC3=C2C(=C4C(=C3O)C(=O)C5=CC=CC=C5C4=O)O)(C(=O)C)O)N)O. Cell line: SK-MEL-2. Synergy scores: CSS=34.9, Synergy_ZIP=-10.1, Synergy_Bliss=-16.2, Synergy_Loewe=-20.3, Synergy_HSA=-17.6. (4) Drug 1: CC1CCC2CC(C(=CC=CC=CC(CC(C(=O)C(C(C(=CC(C(=O)CC(OC(=O)C3CCCCN3C(=O)C(=O)C1(O2)O)C(C)CC4CCC(C(C4)OC)O)C)C)O)OC)C)C)C)OC. Drug 2: CS(=O)(=O)CCNCC1=CC=C(O1)C2=CC3=C(C=C2)N=CN=C3NC4=CC(=C(C=C4)OCC5=CC(=CC=C5)F)Cl. Cell line: LOX IMVI. Synergy scores: CSS=0.706, Synergy_ZIP=-0.0369, Synergy_Bliss=1.72, Synergy_Loewe=0.0702, Synergy_HSA=-0.110. (5) Drug 1: C1=CC=C(C(=C1)C(C2=CC=C(C=C2)Cl)C(Cl)Cl)Cl. Drug 2: CC1CCCC2(C(O2)CC(NC(=O)CC(C(C(=O)C(C1O)C)(C)C)O)C(=CC3=CSC(=N3)C)C)C. Cell line: UO-31. Synergy scores: CSS=32.0, Synergy_ZIP=-6.83, Synergy_Bliss=-3.45, Synergy_Loewe=-35.2, Synergy_HSA=-2.41. (6) Drug 1: CC1C(C(CC(O1)OC2CC(OC(C2O)C)OC3=CC4=CC5=C(C(=O)C(C(C5)C(C(=O)C(C(C)O)O)OC)OC6CC(C(C(O6)C)O)OC7CC(C(C(O7)C)O)OC8CC(C(C(O8)C)O)(C)O)C(=C4C(=C3C)O)O)O)O. Drug 2: CN(CC1=CN=C2C(=N1)C(=NC(=N2)N)N)C3=CC=C(C=C3)C(=O)NC(CCC(=O)O)C(=O)O. Cell line: NCI-H226. Synergy scores: CSS=51.8, Synergy_ZIP=-4.25, Synergy_Bliss=0.931, Synergy_Loewe=-5.33, Synergy_HSA=-0.274. (7) Drug 1: CN1C(=O)N2C=NC(=C2N=N1)C(=O)N. Drug 2: CC12CCC3C(C1CCC2OP(=O)(O)O)CCC4=C3C=CC(=C4)OC(=O)N(CCCl)CCCl.[Na+]. Cell line: HCC-2998. Synergy scores: CSS=8.01, Synergy_ZIP=4.47, Synergy_Bliss=12.6, Synergy_Loewe=4.84, Synergy_HSA=2.16. (8) Drug 1: C#CCC(CC1=CN=C2C(=N1)C(=NC(=N2)N)N)C3=CC=C(C=C3)C(=O)NC(CCC(=O)O)C(=O)O. Drug 2: CC1=C(C(=O)C2=C(C1=O)N3CC4C(C3(C2COC(=O)N)OC)N4)N. Cell line: OVCAR-5. Synergy scores: CSS=32.6, Synergy_ZIP=3.18, Synergy_Bliss=1.37, Synergy_Loewe=-1.06, Synergy_HSA=-1.05. (9) Drug 1: CC1=C(C(=CC=C1)Cl)NC(=O)C2=CN=C(S2)NC3=CC(=NC(=N3)C)N4CCN(CC4)CCO. Drug 2: COC1=C2C(=CC3=C1OC=C3)C=CC(=O)O2. Cell line: OVCAR-5. Synergy scores: CSS=4.49, Synergy_ZIP=-2.86, Synergy_Bliss=0.702, Synergy_Loewe=-6.67, Synergy_HSA=-0.708. (10) Drug 1: CN(CC1=CN=C2C(=N1)C(=NC(=N2)N)N)C3=CC=C(C=C3)C(=O)NC(CCC(=O)O)C(=O)O. Drug 2: CC1C(C(CC(O1)OC2CC(CC3=C2C(=C4C(=C3O)C(=O)C5=CC=CC=C5C4=O)O)(C(=O)C)O)N)O. Cell line: SNB-19. Synergy scores: CSS=34.5, Synergy_ZIP=-15.8, Synergy_Bliss=-24.4, Synergy_Loewe=-22.2, Synergy_HSA=-19.8.